This data is from Catalyst prediction with 721,799 reactions and 888 catalyst types from USPTO. The task is: Predict which catalyst facilitates the given reaction. (1) Reactant: [O-]CC.[Na+].[C:5]([O:13]CC)(=O)[CH2:6][C:7]([O:9]CC)=O.[CH:16]1([C:19]2[NH:23][N:22]=[C:21]([NH2:24])[CH:20]=2)[CH2:18][CH2:17]1. Product: [CH:16]1([C:19]2[CH:20]=[C:21]3[NH:24][C:7](=[O:9])[CH:6]=[C:5]([OH:13])[N:22]3[N:23]=2)[CH2:18][CH2:17]1. The catalyst class is: 33. (2) Reactant: [NH2:1][C:2]1[CH2:6][CH2:5][CH:4]([CH:7]([CH3:9])[CH3:8])[C:3]=1[C:10]([O:12]C)=O.C([O-])=O.[NH4+].[CH:18]([NH2:20])=O. Product: [CH:7]([CH:4]1[C:3]2[C:10]([OH:12])=[N:20][CH:18]=[N:1][C:2]=2[CH2:6][CH2:5]1)([CH3:9])[CH3:8]. The catalyst class is: 6. (3) Reactant: [NH2:1][C:2]1[N:10]=[C:9]2[C:5]([N:6]=[CH:7][N:8]2[C@@H:11]2[O:17][C@H:16]([CH2:18][OH:19])[C@@H:14]([OH:15])[C@@:12]2([CH3:20])[OH:13])=[C:4]([O:21][CH3:22])[N:3]=1.C1C(=O)N([I:30])C(=O)C1. Product: [NH2:1][C:2]1[N:10]=[C:9]2[C:5]([N:6]=[C:7]([I:30])[N:8]2[C@H:11]2[C@:12]([CH3:20])([OH:13])[C@H:14]([OH:15])[C@@H:16]([CH2:18][OH:19])[O:17]2)=[C:4]([O:21][CH3:22])[N:3]=1. The catalyst class is: 1. (4) Reactant: [Cl:1][C:2]1[CH:7]=[CH:6][C:5]([C:8]2[S:9][C:10]3[C:11](=[O:28])[N:12](CC4C=CC(OC)=CC=4OC)[CH:13]=[CH:14][C:15]=3[N:16]=2)=[CH:4][CH:3]=1.O.C([O-])(O)=O.[Na+].CC(C)=O. The catalyst class is: 55. Product: [Cl:1][C:2]1[CH:7]=[CH:6][C:5]([C:8]2[S:9][C:10]3[C:11](=[O:28])[NH:12][CH:13]=[CH:14][C:15]=3[N:16]=2)=[CH:4][CH:3]=1. (5) The catalyst class is: 303. Reactant: [OH:1][C:2]([C:5]1[O:6][CH:7]=[C:8](C(O)=O)[N:9]=1)([CH3:4])[CH3:3].CCN=C=NCCCN(C)C.CC[N:26]([CH:30]([CH3:32])[CH3:31])[CH:27](C)C.C1C=CC2N([OH:42])N=NC=2C=1.N[C@@H](C)C[N:46]1[CH:50]=[CH:49][C:48]([C:51]2[CH:58]=[C:57]([F:59])[C:54]([C:55]#[N:56])=[C:53]([Cl:60])[C:52]=2[F:61])=[N:47]1. Product: [Cl:60][C:53]1[C:52]([F:61])=[C:51]([C:48]2[CH:49]=[CH:50][N:46]([CH2:32][C@@H:30]([NH:26][C:27]([C:7]3[O:6][C:5]([C:2]([OH:1])([CH3:3])[CH3:4])=[N:9][CH:8]=3)=[O:42])[CH3:31])[N:47]=2)[CH:58]=[C:57]([F:59])[C:54]=1[C:55]#[N:56]. (6) Reactant: [CH3:1][C:2]1([CH3:8])[CH2:6][CH2:5][CH2:4][C:3]1=[O:7].[Li+].CC([N-]C(C)C)C.C1C=CC(N[S:24]([C:27]([F:30])([F:29])[F:28])(=[O:26])=[O:25])=CC=1. Product: [F:28][C:27]([F:30])([F:29])[S:24]([O:7][C:3]1[C:2]([CH3:8])([CH3:1])[CH2:6][CH2:5][CH:4]=1)(=[O:26])=[O:25]. The catalyst class is: 1. (7) Reactant: [O:1]1[C:6]2[CH:7]=[CH:8][CH:9]=[CH:10][C:5]=2[NH:4][CH2:3][CH2:2]1.C(=O)([O-])[O-].[K+].[K+].I[CH2:18][CH3:19]. Product: [CH2:18]([N:4]1[C:5]2[CH:10]=[CH:9][CH:8]=[CH:7][C:6]=2[O:1][CH2:2][CH2:3]1)[CH3:19]. The catalyst class is: 3. (8) Reactant: [CH3:13][C:12]([O:11][C:9](O[C:9]([O:11][C:12]([CH3:15])([CH3:14])[CH3:13])=[O:10])=[O:10])([CH3:15])[CH3:14].[Cl:16][C:17]1[CH:25]=[CH:24][C:23]2[N:22]([CH2:26][C:27]([O:29][CH2:30][CH3:31])=[O:28])[C@H:21]3[CH2:32][CH2:33][NH:34][CH2:35][CH2:36][C@H:20]3[C:19]=2[C:18]=1[Cl:37].[OH-].[Na+]. Product: [Cl:16][C:17]1[CH:25]=[CH:24][C:23]2[N:22]([CH2:26][C:27]([O:29][CH2:30][CH3:31])=[O:28])[C@H:21]3[CH2:32][CH2:33][N:34]([C:9]([O:11][C:12]([CH3:13])([CH3:14])[CH3:15])=[O:10])[CH2:35][CH2:36][C@H:20]3[C:19]=2[C:18]=1[Cl:37]. The catalyst class is: 20. (9) Reactant: [F-].C([N+](CCCC)(CCCC)CCCC)CCC.[Si]([O:26][CH2:27][CH2:28][CH2:29][CH2:30][C:31]([C:43]1[CH:48]=[C:47]([F:49])[CH:46]=[CH:45][C:44]=1[F:50])([S:33]([C:36]1[CH:41]=[CH:40][C:39]([Cl:42])=[CH:38][CH:37]=1)(=[O:35])=[O:34])[CH3:32])(C(C)(C)C)(C)C. Product: [Cl:42][C:39]1[CH:38]=[CH:37][C:36]([S:33]([C:31]([C:43]2[CH:48]=[C:47]([F:49])[CH:46]=[CH:45][C:44]=2[F:50])([CH3:32])[CH2:30][CH2:29][CH2:28][CH2:27][OH:26])(=[O:35])=[O:34])=[CH:41][CH:40]=1. The catalyst class is: 305.